This data is from Reaction yield outcomes from USPTO patents with 853,638 reactions. The task is: Predict the reaction yield, written as a fraction of the theoretical maximum amount of product (1.0 means a 100% yield; for example, 0.34 means a 34% yield). (1) The reactants are [CH2:1]([N:3]1[C:7]2[N:8]=[N:9][CH:10]=[C:11]([C:12]3[CH:17]=[CH:16][C:15]([F:18])=[C:14](B4OC(C)(C)C(C)(C)O4)[CH:13]=3)[C:6]=2[N:5]=[CH:4]1)[CH3:2].Br[C:29]1[CH:30]=[CH:31][C:32]2[S:36](=[O:38])(=[O:37])[N:35]([CH3:39])[CH2:34][C:33]=2[CH:40]=1.C(=O)([O-])[O-].[Cs+].[Cs+]. The catalyst is CN(C=O)C.C1(P([C-]2C=CC=C2)C2C=CC=CC=2)C=CC=CC=1.[C-]1(P(C2C=CC=CC=2)C2C=CC=CC=2)C=CC=C1.[Fe+2].Cl[Pd]Cl. The product is [CH2:1]([N:3]1[C:7]2[N:8]=[N:9][CH:10]=[C:11]([C:12]3[CH:17]=[CH:16][C:15]([F:18])=[C:14]([C:29]4[CH:30]=[CH:31][C:32]5[S:36](=[O:37])(=[O:38])[N:35]([CH3:39])[CH2:34][C:33]=5[CH:40]=4)[CH:13]=3)[C:6]=2[N:5]=[CH:4]1)[CH3:2]. The yield is 0.320. (2) The reactants are [C:1]([O:4][C@H:5]([C:7]#[C:8][CH:9]=[O:10])[CH3:6])(=[O:3])[CH3:2].CC(=CC)C.[O-:16]Cl=O.[Na+]. The catalyst is CC(O)(C)C.O. The product is [C:1]([O:4][C@@H:5]([CH3:6])[C:7]#[C:8][C:9]([OH:16])=[O:10])(=[O:3])[CH3:2]. The yield is 1.00. (3) The reactants are [N+]([C:4]1[CH:5]=[C:6]([C:12]#[N:13])[C:7](=[CH:10][CH:11]=1)[C:8]#[N:9])([O-])=O.[CH3:14][C:15]1[CH:20]=[CH:19][CH:18]=[C:17]([CH3:21])[C:16]=1[OH:22].C([O-])([O-])=O.[K+].[K+].CN(C=O)C. The catalyst is O. The product is [CH3:14][C:15]1[CH:20]=[CH:19][CH:18]=[C:17]([CH3:21])[C:16]=1[O:22][C:4]1[CH:5]=[C:6]([C:12]#[N:13])[C:7](=[CH:10][CH:11]=1)[C:8]#[N:9]. The yield is 0.870. (4) The reactants are [OH:1][C:2]1[C:7]2[C@@:8]3([OH:45])[C@@:21]([O:25][CH3:26])([C@H:22]([OH:24])[CH2:23][C:6]=2[CH:5]=[C:4]([CH3:46])[C:3]=1[C:47](O)=[O:48])[C:20](=[O:27])[C:19]1[C:10](=[CH:11][C:12]2[C:13](=[O:43])[C:14]([NH:30][CH:31]4[C@H:36]([O:37][CH3:38])[C@H:35]([OH:39])[C@@H:34]([O:40][CH3:41])[C@H:33]([CH3:42])[O:32]4)=[CH:15][C:16](=[O:29])[C:17]=2[C:18]=1[OH:28])[C:9]3=[O:44].[CH2:50]([NH2:57])[C:51]1[CH:56]=[CH:55][CH:54]=[CH:53][CH:52]=1.O.ON1C2C=CC=CC=2N=N1. The catalyst is C1COCC1. The product is [CH2:50]([NH:57][C:47]([C:3]1[C:4]([CH3:46])=[CH:5][C:6]2[CH2:23][C@@H:22]([OH:24])[C@:21]3([O:25][CH3:26])[C@@:8]([OH:45])([C:9](=[O:44])[C:10]4[C:19]([C:20]3=[O:27])=[C:18]([OH:28])[C:17]3[C:16](=[O:29])[CH:15]=[C:14]([NH:30][CH:31]5[C@H:36]([O:37][CH3:38])[C@H:35]([OH:39])[C@@H:34]([O:40][CH3:41])[C@H:33]([CH3:42])[O:32]5)[C:13](=[O:43])[C:12]=3[CH:11]=4)[C:7]=2[C:2]=1[OH:1])=[O:48])[C:51]1[CH:56]=[CH:55][CH:54]=[CH:53][CH:52]=1. The yield is 0.330. (5) The reactants are O=[C:2]([CH2:7][CH3:8])[C:3]([O:5][CH3:6])=[O:4].C1(C)C=CC=CC=1.[NH:16]1[CH2:20][CH2:19][CH2:18][C:17]1=[O:21].O=P(Cl)(Cl)Cl. The catalyst is O. The product is [O:21]=[C:17]1[CH2:18][CH2:19][CH2:20][N:16]1/[C:2](=[CH:7]\[CH3:8])/[C:3]([O:5][CH3:6])=[O:4]. The yield is 0.600. (6) The reactants are N[C:2]1[CH:9]=[C:8]([C:10]([F:13])([F:12])[F:11])[C:7]([O:14][CH2:15][CH3:16])=[CH:6][C:3]=1[C:4]#[N:5].N(OCCC(C)C)=O. The catalyst is C1COCC1.C([O-])(O)=O.[Na+]. The product is [CH2:15]([O:14][C:7]1[CH:6]=[C:3]([CH:2]=[CH:9][C:8]=1[C:10]([F:11])([F:12])[F:13])[C:4]#[N:5])[CH3:16]. The yield is 0.850. (7) The reactants are C([O-])(=O)C.[Na+].[Br:6]Br.[CH3:8][O:9][C:10]1[N:17]=[CH:16][CH:15]=[CH:14][C:11]=1[C:12]#[N:13]. The catalyst is C(O)(=O)C. The product is [Br:6][C:15]1[CH:16]=[N:17][C:10]([O:9][CH3:8])=[C:11]([CH:14]=1)[C:12]#[N:13]. The yield is 0.730. (8) The reactants are [Br:1][C:2]1[C:6]2[CH:7]=[C:8]([O:11][CH3:12])[CH:9]=[CH:10][C:5]=2[O:4][C:3]=1[CH:13]([NH:20][C:21]1[CH:26]=[CH:25][C:24]([C:27]([N:29]([CH3:37])[CH2:30][CH2:31][C:32]([O:34]CC)=[O:33])=[O:28])=[CH:23][CH:22]=1)[CH:14]1[CH2:19][CH2:18][CH2:17][CH2:16][CH2:15]1.O1CCCC1.[OH-].[Na+]. The catalyst is C(O)C. The product is [Br:1][C:2]1[C:6]2[CH:7]=[C:8]([O:11][CH3:12])[CH:9]=[CH:10][C:5]=2[O:4][C:3]=1[CH:13]([NH:20][C:21]1[CH:22]=[CH:23][C:24]([C:27]([N:29]([CH3:37])[CH2:30][CH2:31][C:32]([OH:34])=[O:33])=[O:28])=[CH:25][CH:26]=1)[CH:14]1[CH2:19][CH2:18][CH2:17][CH2:16][CH2:15]1. The yield is 0.910. (9) The reactants are [CH:1]1([N:7]2[CH2:12][CH2:11][N:10]([CH2:13][CH2:14][CH2:15][CH:16]3[C:25]4[C:20](=[C:21]([O:29][CH3:30])[CH:22]=[CH:23][C:24]=4[N+:26]([O-])=O)[CH2:19][CH2:18][CH2:17]3)[CH2:9][CH2:8]2)[CH2:6][CH2:5][CH2:4][CH2:3][CH2:2]1.Cl[Sn]Cl.[OH-].[Na+]. The product is [CH:1]1([N:7]2[CH2:12][CH2:11][N:10]([CH2:13][CH2:14][CH2:15][CH:16]3[C:25]4[C:20](=[C:21]([O:29][CH3:30])[CH:22]=[CH:23][C:24]=4[NH2:26])[CH2:19][CH2:18][CH2:17]3)[CH2:9][CH2:8]2)[CH2:6][CH2:5][CH2:4][CH2:3][CH2:2]1. The catalyst is CCO.Cl. The yield is 0.500.